From a dataset of Catalyst prediction with 721,799 reactions and 888 catalyst types from USPTO. Predict which catalyst facilitates the given reaction. (1) Reactant: C([Li])CCC.Br[C:7]1[CH:12]=[CH:11][C:10]([C:13]2[CH:18]=[CH:17][C:16]([Cl:19])=[CH:15][CH:14]=2)=[CH:9][C:8]=1[CH3:20].[B:21](OC)([O:24]C)[O:22]C.Cl. Product: [Cl:19][C:16]1[CH:17]=[CH:18][C:13]([C:10]2[CH:9]=[C:8]([CH3:20])[C:7]([B:21]([OH:24])[OH:22])=[CH:12][CH:11]=2)=[CH:14][CH:15]=1. The catalyst class is: 7. (2) Reactant: CCN(C(C)C)C(C)C.[C:10]1([C:23]2[CH:28]=[CH:27][CH:26]=[CH:25][CH:24]=2)[CH:15]=[CH:14][C:13]([NH:16][C:17](=[O:22])[CH2:18][C:19]([OH:21])=O)=[CH:12][CH:11]=1.C1C=CC2N(O)N=NC=2C=1.CCN=C=NCCCN(C)C.Cl.Cl.[NH:52]1[CH2:57][CH2:56][CH:55]([O:58][C:59]2[CH:60]=[C:61]([CH:64]=[CH:65][CH:66]=2)[C:62]#[N:63])[CH2:54][CH2:53]1. Product: [C:10]1([C:23]2[CH:28]=[CH:27][CH:26]=[CH:25][CH:24]=2)[CH:11]=[CH:12][C:13]([NH:16][C:17](=[O:22])[CH2:18][C:19]([N:52]2[CH2:53][CH2:54][CH:55]([O:58][C:59]3[CH:66]=[CH:65][CH:64]=[C:61]([C:62]#[N:63])[CH:60]=3)[CH2:56][CH2:57]2)=[O:21])=[CH:14][CH:15]=1. The catalyst class is: 18. (3) Reactant: Cl[C:2]1[N:10]=[C:9]2[C:5]([N:6]=[C:7]([CH2:12][CH2:13][N:14]3[CH2:17][CH:16]([C:18]([OH:21])([CH3:20])[CH3:19])[CH2:15]3)[N:8]2[CH3:11])=[C:4]([N:22]2[CH2:27][CH2:26][O:25][CH2:24][CH2:23]2)[N:3]=1.[CH2:28]([C:30]1[NH:31][C:32]2[CH:38]=[CH:37][CH:36]=[CH:35][C:33]=2[N:34]=1)[CH3:29].CC(C1C=C(C(C)C)C(C2C=CC=CC=2P(C2CCCCC2)C2CCCCC2)=C(C(C)C)C=1)C.C([O-])([O-])=O.[Cs+].[Cs+]. Product: [CH2:28]([C:30]1[N:31]([C:2]2[N:10]=[C:9]3[C:5]([N:6]=[C:7]([CH2:12][CH2:13][N:14]4[CH2:15][CH:16]([C:18]([OH:21])([CH3:20])[CH3:19])[CH2:17]4)[N:8]3[CH3:11])=[C:4]([N:22]3[CH2:23][CH2:24][O:25][CH2:26][CH2:27]3)[N:3]=2)[C:32]2[CH:38]=[CH:37][CH:36]=[CH:35][C:33]=2[N:34]=1)[CH3:29]. The catalyst class is: 62. (4) Reactant: [CH2:1]([NH:5][CH2:6][P:7]([OH:10])([OH:9])=[O:8])[C:2]([OH:4])=[O:3].[NH:11]1[CH:15]=[C:14]([NH2:16])[N:13]=[N:12]1. Product: [CH2:1]([NH:5][CH2:6][P:7]([OH:10])([OH:9])=[O:8])[C:2]([OH:4])=[O:3].[CH2:1]([NH:5][CH2:6][P:7]([OH:10])([OH:9])=[O:8])[C:2]([OH:4])=[O:3].[NH:11]1[CH:15]=[C:14]([NH2:16])[N:13]=[N:12]1. The catalyst class is: 6. (5) Reactant: [CH2:1]([NH:3][CH2:4][CH3:5])[CH3:2].CCN(CC)CC.[F:13][C:14]1[CH:15]=[C:16]([N+:21]([O-:23])=[O:22])[CH:17]=[CH:18][C:19]=1F. Product: [CH2:1]([N:3]([CH2:4][CH3:5])[C:19]1[CH:18]=[CH:17][C:16]([N+:21]([O-:23])=[O:22])=[CH:15][C:14]=1[F:13])[CH3:2]. The catalyst class is: 25. (6) Reactant: [Cl:1][C:2]1[CH:3]=[CH:4][C:5]2[NH:6][C:7]3[C:12]([C:13]=2[CH:14]=1)=[CH:11][C:10]([F:15])=[CH:9][CH:8]=3.[C:16]([N:23]1[CH2:28][CH2:27][CH:26]2[O:29][CH:25]2[CH2:24]1)([O:18][C:19]([CH3:22])([CH3:21])[CH3:20])=[O:17]. Product: [C:19]([O:18][C:16]([N:23]1[CH2:28][CH2:27][C@@H:26]([N:6]2[C:5]3[CH:4]=[CH:3][C:2]([Cl:1])=[CH:14][C:13]=3[C:12]3[C:7]2=[CH:8][CH:9]=[C:10]([F:15])[CH:11]=3)[C@H:25]([OH:29])[CH2:24]1)=[O:17])([CH3:22])([CH3:20])[CH3:21]. The catalyst class is: 3.